The task is: Predict the product of the given reaction.. This data is from Forward reaction prediction with 1.9M reactions from USPTO patents (1976-2016). (1) Given the reactants I[C:2]1[CH:3]=[C:4]([CH:8]([NH:19][CH:20]=[O:21])[S:9]([C:12]2[CH:17]=[CH:16][C:15]([CH3:18])=[CH:14][CH:13]=2)(=[O:11])=[O:10])[CH:5]=[CH:6][CH:7]=1.[Br:22]C1C=C(C=CC=1)C=O, predict the reaction product. The product is: [Br:22][C:2]1[CH:3]=[C:4]([CH:8]([NH:19][CH:20]=[O:21])[S:9]([C:12]2[CH:17]=[CH:16][C:15]([CH3:18])=[CH:14][CH:13]=2)(=[O:11])=[O:10])[CH:5]=[CH:6][CH:7]=1. (2) The product is: [C:1]([C:3]1[CH:4]=[C:5]([C:6]2[O:7][N:18]=[C:19]([C:20]3[CH:29]=[CH:28][CH:27]=[C:26]4[C:21]=3[CH:22]=[CH:23][N:24]=[C:25]4[CH2:30][CH2:31][C:32]([O:34][C:35]([CH3:38])([CH3:37])[CH3:36])=[O:33])[N:39]=2)[CH:9]=[CH:10][C:11]=1[O:12][CH2:13][CH:14]1[CH2:16][CH2:15]1)#[N:2]. Given the reactants [C:1]([C:3]1[CH:4]=[C:5]([CH:9]=[CH:10][C:11]=1[O:12][CH2:13][CH:14]1[CH2:16][CH2:15]1)[C:6](Cl)=[O:7])#[N:2].O[NH:18][C:19](=[NH:39])[C:20]1[CH:29]=[CH:28][CH:27]=[C:26]2[C:21]=1[CH:22]=[CH:23][N:24]=[C:25]2[CH2:30][CH2:31][C:32]([O:34][C:35]([CH3:38])([CH3:37])[CH3:36])=[O:33].C(N(CC)CC)C, predict the reaction product. (3) Given the reactants Cl[C:2]1[CH:3]=[CH:4][C:5]([N:30]2[CH:34]=[N:33][CH:32]=[N:31]2)=[C:6]([CH2:8][C:9]([NH:11][C:12]2[C:13]([NH:19][CH2:20][C:21]([F:29])([F:28])[C:22]3[CH:27]=[CH:26][CH:25]=[CH:24][N:23]=3)=[N:14][CH:15]=[CH:16][C:17]=2[OH:18])=O)[CH:7]=1.C1(P(C2C=CC=CC=2)C2C=CC=CC=2)C=CC=CC=1.CC(OC(/N=N/C(OC(C)C)=O)=O)C, predict the reaction product. The product is: [F:28][C:21]([F:29])([C:22]1[CH:27]=[CH:26][CH:25]=[CH:24][N:23]=1)[CH2:20][NH:19][C:13]1[C:12]2[N:11]=[C:9]([CH2:8][C:6]3[CH:7]=[CH:2][CH:3]=[CH:4][C:5]=3[N:30]3[CH:34]=[N:33][CH:32]=[N:31]3)[O:18][C:17]=2[CH:16]=[CH:15][N:14]=1. (4) The product is: [Cl:45][C:46]1[C:51]([O:52][CH2:53][CH3:54])=[CH:50][C:49]([N:55]2[CH2:60][CH2:59][N:58]([C:40](=[O:42])[CH2:39][N:32]3[C:33]4=[N:34][CH:35]=[CH:36][CH:37]=[C:38]4[C:30]([C:26]4[NH:25][CH:29]=[CH:28][N:27]=4)=[N:31]3)[CH2:57][CH2:56]2)=[C:48]([F:61])[CH:47]=1. Given the reactants CN(C(ON1N=NC2C=CC=CC1=2)=[N+](C)C)C.F[P-](F)(F)(F)(F)F.[NH:25]1[CH:29]=[CH:28][N:27]=[C:26]1[C:30]1[C:38]2[C:33](=[N:34][CH:35]=[CH:36][CH:37]=2)[N:32]([CH2:39][C:40]([OH:42])=O)[N:31]=1.Cl.Cl.[Cl:45][C:46]1[C:51]([O:52][CH2:53][CH3:54])=[CH:50][C:49]([N:55]2[CH2:60][CH2:59][NH:58][CH2:57][CH2:56]2)=[C:48]([F:61])[CH:47]=1.CCN(C(C)C)C(C)C, predict the reaction product. (5) Given the reactants [CH2:1]([NH:8][CH2:9][C:10]([C:12]1[CH:17]=[CH:16][C:15]([O:18][CH3:19])=[CH:14][CH:13]=1)=[O:11])[C:2]1[CH:7]=[CH:6][CH:5]=[CH:4][CH:3]=1.[BH4-].[Na+], predict the reaction product. The product is: [CH2:1]([NH:8][CH2:9][CH:10]([C:12]1[CH:13]=[CH:14][C:15]([O:18][CH3:19])=[CH:16][CH:17]=1)[OH:11])[C:2]1[CH:3]=[CH:4][CH:5]=[CH:6][CH:7]=1. (6) The product is: [NH:23]1[CH2:22][CH2:21][CH:20]([CH2:19][O:18][C:15]2[CH:16]=[CH:17][C:12]3[N:11]=[CH:10][N:9]([C:7]4[S:8][C:4]([C:2]([NH2:1])=[O:3])=[C:5]([O:33][CH2:34][C:35]5[CH:40]=[CH:39][CH:38]=[CH:37][C:36]=5[C:41]([F:42])([F:44])[F:43])[CH:6]=4)[C:13]=3[CH:14]=2)[CH2:25][CH2:24]1. Given the reactants [NH2:1][C:2]([C:4]1[S:8][C:7]([N:9]2[C:13]3[CH:14]=[C:15]([O:18][CH2:19][CH:20]4[CH2:25][CH2:24][N:23](C(OC(C)(C)C)=O)[CH2:22][CH2:21]4)[CH:16]=[CH:17][C:12]=3[N:11]=[CH:10]2)=[CH:6][C:5]=1[O:33][CH2:34][C:35]1[CH:40]=[CH:39][CH:38]=[CH:37][C:36]=1[C:41]([F:44])([F:43])[F:42])=[O:3].Cl, predict the reaction product. (7) Given the reactants N1C=CN=C1.C[C@H]1[C@H](O)C(=O)OC[C@]23[C@H](O[C@H]4[C@]5(OC5)[C@]2(C)[C@@H](C4)[O:18][C:16](=[O:17])[CH:15]=[CH:14][CH:13]=[CH:12][C@H:11]([C@H:41](O)[CH3:42])OCC1)C=C(C)CC3.[Si](Cl)(C(C)(C)C)(C)C, predict the reaction product. The product is: [C:16]([O-:18])(=[O:17])[CH3:15].[CH3:42][CH2:41][CH2:11][CH2:12][CH2:13][CH3:14].